This data is from Experimentally validated miRNA-target interactions with 360,000+ pairs, plus equal number of negative samples. The task is: Binary Classification. Given a miRNA mature sequence and a target amino acid sequence, predict their likelihood of interaction. (1) The miRNA is hsa-miR-654-3p with sequence UAUGUCUGCUGACCAUCACCUU. The protein sequence of the target gene is MSVYFPIHCSDYLRSAEMTEVMMNAPSMEEIGLSPRKDGLSYQIFPDPSDFDRCCKLKDRLPSIVVEPTEGEVESGELRWPPEEFLVQEDEQDNCEETTNEKKDQ. Result: 0 (no interaction). (2) The miRNA is hsa-miR-4469 with sequence GCUCCCUCUAGGGUCGCUCGGA. The protein sequence of the target gene is MVAPVWYLVAAALLVGFILFLTRSRGRAASAGQEPLHNEELAGAGRVAQPGPLEPEEPRAGGRPRRRRDLGSRLQAQRRAQRVAWAEADENEEEAVILAQEEEGVEKPAETHLSGKIGAKKLRKLEEKQARKAQREAEEAEREERKRLESQREAEWKKEEERLRLEEEQKEEEERKAREEQAQREHEEYLKLKEAFVVEEEGVGETMTEEQSQSFLTEFINYIKQSKVVLLEDLASQVGLRTQDTINRIQDLLAEGTITGVIDDRGKFIYITPEELAAVANFIRQRGRVSIAELAQASNS.... Result: 0 (no interaction). (3) The miRNA is hsa-miR-6512-3p with sequence UUCCAGCCCUUCUAAUGGUAGG. The protein sequence of the target gene is MATSLGSNTYNRQNWEDADFPILCQTCLGENPYIRMTKEKYGKECKICARPFTVFRWCPGVRMRFKKTEVCQTCSKLKNVCQTCLLDLEYGLPIQVRDAGLSFKDDMPKSDVNKEYYTQNMEREISNSDGTRPVGMLGKATSTSDMLLKLARTTPYYKRNRPHICSFWVKGECKRGEECPYRHEKPTDPDDPLADQNIKDRYYGINDPVADKLLKRASTMPRLDPPEDKTITTLYVGGLGDTITETDLRNHFYQFGEIRTITVVQRQQCAFIQFATRQAAEVAAEKSFNKLIVNGRRLNV.... Result: 1 (interaction). (4) The miRNA is hsa-miR-4781-5p with sequence UAGCGGGGAUUCCAAUAUUGG. The protein sequence of the target gene is MTEEVIVIAKWDYTAQQDQELDIKKNERLWLLDDSKTWWRVRNAANRTGYVPSNYVERKNSLKKGSLVKNLKDTLGLGKTRRKTSARDASPTPSTDAEYPANGSGADRIYDLNIPAFVKFAYVAEREDELSLVKGSRVTVMEKCSDGWWRGSYNGQIGWFPSNYVLEEVDEAAAESPSFLSLRKGASLSNGQGSRVLHVVQTLYPFSSVTEEELNFEKGETMEVIEKPENDPEWWKCKNARGQVGLVPKNYVVVLSDGPALHPAHAPQISYTGPSSSGRFAGREWYYGNVTRHQAECALN.... Result: 0 (no interaction). (5) The miRNA is mmu-miR-23b-5p with sequence GGGUUCCUGGCAUGCUGAUUU. The protein sequence of the target gene is MADEATRRVVSEIPVLKTNAGPRDRELWVQRLKEEYQSLIRYVENNKNSDNDWFRLESNKEGTRWFGKCWYIHDFLKYEFDIEFEIPITYPTTAPEIAVPELDGKTAKMYRGGKICLTDHFKPLWARNVPKFGLAHLMALGLGPWLAVEVPDLIQKGVIQHKEKCSQ. Result: 0 (no interaction). (6) The miRNA is hsa-miR-6879-3p with sequence UGUCACCCGCUCCUUGCCCAG. The protein sequence of the target gene is MEAALADGEPDRSSLLGDSKDVLGPSTVVANSDEPQHLTPGKMSQRQGRDANPTPTRDLPQPSLSPASLHSQGFERGKEDISQNKDDSSLSMSKSKSESKLYNGSEKDSSTSSKLTKKESLKVQKKNYREEKKRATKELLSTITDPSVIVMADWLKIRGTLKSWTKLWCVLKPGVLLIYKTQKNGQWVGTVLLNACEIIERPSKKDGFCFKLFHPLEQSIWAVKGPKGEAVGSITQPLPSSYLIIRATSESDGRCWMDALELALKCSSLLKRTMVREGKEHDLSISSDSTHVTLYGLLRA.... Result: 0 (no interaction). (7) The miRNA is hsa-miR-423-5p with sequence UGAGGGGCAGAGAGCGAGACUUU. The protein sequence of the target gene is MAEGDNRSTNLLAAETASLEEQLQGWGEVMLMADKVLRWERAWFPPAIMGVVSLVFLIIYYLDPSVLSGVSCFVMFLCLADYLVPILAPRIFGSNKWTTEQQQRFHEICSNLVKTRRRAVGWWKRLFTLKEEKPKMYFMTMIVSLAAVAWVGQQVHNLLLTYLIVTSLLLLPGLNQHGIILKYIGMAKREINKLLKQKEKKNE. Result: 1 (interaction). (8) The miRNA is mmu-miR-344b-3p with sequence CAUUUAGCCAAAGCCUGACUGU. The protein sequence of the target gene is MAAAAYEHLKLHITPEKFYVEACDDGADDVLIIDRVSTEVTLAVKKDVPPSAVTRPIFGILGTIHLVAGNYLVVITKKMKVGECFNHAVWRATDFDVLSYKKTMLHLTDIQLQDNKTFLAMLNHVLSMDGFYFSTTYDLTHTLQRLSNTSPEFQEMSLLERADQRFVWNGHLLRELSAQPEVHRFALPVLHGFITMHSCSINGKYFDWILISRRSCFRAGVRYYVRGIDSEGHAANFVETEQIVHYSGNRASFVQTRGSIPIFWSQRPNLKYKPHPQISKVANHMDGFQRHFDSQVIIYG.... Result: 0 (no interaction). (9) The miRNA is hsa-miR-6796-3p with sequence GAAGCUCUCCCCUCCCCGCAG. The protein sequence of the target gene is MLKAVILIGGPQKGTRFRPLSFEVPKPLFPVAGVPMIQHHIEACAQVPGMQEILLIGFYQPDEALTQFLEAAQQEFNLPVRYLQEFTPLGTGGGLYHFRDQILAGAPEAFFVLNADVCSDFPLSAMLDAHRLQRHPFLLLGTTANRTQSLNYGCIVENPQTHEVLHYVEKPSTFISDIINCGIYLFSPEALKPLRDVFQRNQQDGQLEESPGSWPGAGTIRLEQDVFSALAGQGQIYVHLTDGIWSQIKSAGSALYASRLYLGRYQITHPERLARHTAGGPRIRGNVYIHPTAKVAPSAV.... Result: 0 (no interaction).